From a dataset of Full USPTO retrosynthesis dataset with 1.9M reactions from patents (1976-2016). Predict the reactants needed to synthesize the given product. (1) Given the product [OH:50][NH:49][C:13](=[N:12][C:11]1[CH:10]=[CH:9][C:8]([C:29]2[CH:34]=[CH:33][C:32]([C:35]([F:38])([F:37])[F:36])=[CH:31][CH:30]=2)=[CH:7][C:6]=1[C:5]1[NH:4][N:3]=[N:2][N:1]=1)[C:14]1[CH:19]=[C:18]([C:20]([F:23])([F:22])[F:21])[CH:17]=[C:16]([C:24]([F:27])([F:26])[F:25])[CH:15]=1, predict the reactants needed to synthesize it. The reactants are: [NH:1]1[C:5]([C:6]2[CH:7]=[C:8]([C:29]3[CH:34]=[CH:33][C:32]([C:35]([F:38])([F:37])[F:36])=[CH:31][CH:30]=3)[CH:9]=[CH:10][C:11]=2[NH:12][C:13](=O)[C:14]2[CH:19]=[C:18]([C:20]([F:23])([F:22])[F:21])[CH:17]=[C:16]([C:24]([F:27])([F:26])[F:25])[CH:15]=2)=[N:4][N:3]=[N:2]1.P(Cl)(Cl)(Cl)(Cl)Cl.C[O-].[Na+].Cl.[NH2:49][OH:50]. (2) Given the product [CH3:1][O:2][C:3](=[O:29])[CH2:4][C:5]1[CH:10]=[C:9]([Br:11])[C:8]([O:12][C:13]2[CH:14]=[C:15]([CH2:21][CH2:22][CH:23]3[CH2:24][CH2:25][CH2:26][CH2:27]3)[C:16]([O:19][CH3:20])=[CH:17][C:18]=2[C:36](=[O:37])[C:32]2[CH:33]=[CH:34][CH:35]=[C:30]([CH3:39])[CH:31]=2)=[C:7]([Br:28])[CH:6]=1, predict the reactants needed to synthesize it. The reactants are: [CH3:1][O:2][C:3](=[O:29])[CH2:4][C:5]1[CH:10]=[C:9]([Br:11])[C:8]([O:12][C:13]2[CH:18]=[CH:17][C:16]([O:19][CH3:20])=[C:15]([CH2:21][CH2:22][CH:23]3[CH2:27][CH2:26][CH2:25][CH2:24]3)[CH:14]=2)=[C:7]([Br:28])[CH:6]=1.[C:30]1([CH3:39])[CH:35]=[CH:34][CH:33]=[C:32]([C:36](Cl)=[O:37])[CH:31]=1. (3) Given the product [N+:10]([C:4]1[CH:5]=[CH:6][N:7]=[C:2]([OH:15])[N:3]=1)([O-:12])=[O:11], predict the reactants needed to synthesize it. The reactants are: N[C:2]1[N:7]=[C:6](O)[CH:5]=[C:4](Cl)[N:3]=1.[N+:10]([O-])([OH:12])=[O:11].S(=O)(=O)(O)[OH:15].